Dataset: Full USPTO retrosynthesis dataset with 1.9M reactions from patents (1976-2016). Task: Predict the reactants needed to synthesize the given product. (1) Given the product [Cl:28][C:26]1[CH:25]=[C:4]([CH:3]=[C:2]([Cl:1])[CH:27]=1)[CH2:5][N:6]([CH3:29])[C:7]([C:9]1[C:10]([O:17][C:18]2[CH:23]=[CH:22][CH:21]=[CH:20][C:19]=2[CH3:24])=[N:11][C:12]([S:15][CH3:16])=[N:13][CH:14]=1)=[O:8], predict the reactants needed to synthesize it. The reactants are: [Cl:1][C:2]1[CH:3]=[C:4]([CH:25]=[C:26]([Cl:28])[CH:27]=1)[CH2:5][NH:6][C:7]([C:9]1[C:10]([O:17][C:18]2[CH:23]=[CH:22][CH:21]=[CH:20][C:19]=2[CH3:24])=[N:11][C:12]([S:15][CH3:16])=[N:13][CH:14]=1)=[O:8].[CH3:29]N(C)C=O.CI.O. (2) The reactants are: [OH:1][CH:2]([CH2:39][CH2:40][CH2:41]O)[CH2:3][O:4][C@H:5]1[CH2:10][CH2:9][C@H:8]([N:11]2[C:16](=[O:17])[C:15]([CH2:18][C:19]3[CH:24]=[CH:23][C:22]([C:25]4[C:26]([C:31]#[N:32])=[CH:27][CH:28]=[CH:29][CH:30]=4)=[CH:21][CH:20]=3)=[C:14]([CH2:33][CH2:34][CH3:35])[N:13]3[N:36]=[CH:37][N:38]=[C:12]23)[CH2:7][CH2:6]1.C1(P(C2C=CC=CC=2)C2C=CC=CC=2)C=CC=CC=1.N(C(OCC)=O)=NC(OCC)=O.O. Given the product [O:17]=[C:16]1[C:15]([CH2:18][C:19]2[CH:20]=[CH:21][C:22]([C:25]3[C:26]([C:31]#[N:32])=[CH:27][CH:28]=[CH:29][CH:30]=3)=[CH:23][CH:24]=2)=[C:14]([CH2:33][CH2:34][CH3:35])[N:13]2[N:36]=[CH:37][N:38]=[C:12]2[N:11]1[C@H:8]1[CH2:9][CH2:10][C@H:5]([O:4][CH2:3][CH:2]2[CH2:39][CH2:40][CH2:41][O:1]2)[CH2:6][CH2:7]1, predict the reactants needed to synthesize it. (3) The reactants are: [CH3:1][O:2][C:3]1[CH:8]=[CH:7][C:6]([NH2:9])=[CH:5][CH:4]=1.Cl[C:11]1[CH2:12][C:13]([CH3:27])([CH3:26])[CH2:14][C:15]2[C:16]=1[S:17][CH2:18][C@@H:19]([C:21]([O:23][CH2:24][CH3:25])=[O:22])[N:20]=2. Given the product [CH3:1][O:2][C:3]1[CH:8]=[CH:7][C:6]([NH:9][C:11]2[CH2:12][C:13]([CH3:26])([CH3:27])[CH2:14][C:15]3[C:16]=2[S:17][CH2:18][C@@H:19]([C:21]([O:23][CH2:24][CH3:25])=[O:22])[N:20]=3)=[CH:5][CH:4]=1, predict the reactants needed to synthesize it. (4) Given the product [F:1][C:2]1[CH:3]=[C:4]2[C:8](=[CH:9][CH:10]=1)[NH:7][C:6](=[O:11])[C:5]2=[C:12]1[C:20]2[C:15](=[N:16][C:17]([CH2:21][CH2:22][N:27]([CH2:26][CH2:25][OH:24])[CH3:28])=[CH:18][CH:19]=2)[CH2:14][O:13]1, predict the reactants needed to synthesize it. The reactants are: [F:1][C:2]1[CH:3]=[C:4]2[C:8](=[CH:9][CH:10]=1)[NH:7][C:6](=[O:11])[C:5]2=[C:12]1[C:20]2[C:15](=[N:16][C:17]([CH:21]=[CH2:22])=[CH:18][CH:19]=2)[CH2:14][O:13]1.C[O:24][CH2:25][CH2:26][NH:27][CH3:28]. (5) Given the product [ClH:31].[ClH:31].[NH2:7][C@H:8]([CH2:21][C:22]1[CH:27]=[C:26]([F:28])[CH:25]=[CH:24][C:23]=1[F:29])[CH2:9][C:10]([N:12]1[CH2:17][CH2:16][N:15]2[CH:18]=[CH:19][N:20]=[C:14]2[CH2:13]1)=[O:11], predict the reactants needed to synthesize it. The reactants are: CC(C)(OC([NH:7][C@H:8]([CH2:21][C:22]1[CH:27]=[C:26]([F:28])[CH:25]=[CH:24][C:23]=1[F:29])[CH2:9][C:10]([N:12]1[CH2:17][CH2:16][N:15]2[CH:18]=[CH:19][N:20]=[C:14]2[CH2:13]1)=[O:11])=O)C.[ClH:31]. (6) Given the product [F:1][C:2]1[CH:7]=[CH:6][CH:5]=[CH:4][C:3]=1[C:8]1[N:9]=[N:10][N:11]([CH3:27])[C:12]=1[C:13]1[N:14]=[CH:15][N:16]([C:18]2[CH:26]=[CH:25][C:21]([C:22]([NH2:30])=[O:23])=[CH:20][N:19]=2)[CH:17]=1, predict the reactants needed to synthesize it. The reactants are: [F:1][C:2]1[CH:7]=[CH:6][CH:5]=[CH:4][C:3]=1[C:8]1[N:9]=[N:10][N:11]([CH3:27])[C:12]=1[C:13]1[N:14]=[CH:15][N:16]([C:18]2[CH:26]=[CH:25][C:21]([C:22](O)=[O:23])=[CH:20][N:19]=2)[CH:17]=1.C1N=C[N:30](C(N2C=NC=C2)=O)C=1.[OH-].[NH4+]. (7) The reactants are: C(O[C:4](=[O:10])[CH2:5][CH2:6][O:7][CH2:8][CH3:9])C.[Li+].C[Si]([N-][Si](C)(C)C)(C)C.[CH:21]1([NH:26][C:27]2[C:32]([CH:33]=O)=[CH:31][N:30]=[C:29]([S:35][CH3:36])[N:28]=2)[CH2:25][CH2:24][CH2:23][CH2:22]1. Given the product [CH:21]1([N:26]2[C:27]3[N:28]=[C:29]([S:35][CH3:36])[N:30]=[CH:31][C:32]=3[CH:33]=[C:5]([CH2:6][O:7][CH2:8][CH3:9])[C:4]2=[O:10])[CH2:22][CH2:23][CH2:24][CH2:25]1, predict the reactants needed to synthesize it.